This data is from Reaction yield outcomes from USPTO patents with 853,638 reactions. The task is: Predict the reaction yield, written as a fraction of the theoretical maximum amount of product (1.0 means a 100% yield; for example, 0.34 means a 34% yield). (1) The reactants are C(N(CC)CC)C.[C:19]([O:18][C:16](O[C:16]([O:18][C:19]([CH3:22])([CH3:21])[CH3:20])=[O:17])=[O:17])([CH3:22])([CH3:21])[CH3:20].[NH:23]1[C:31]2[C:26](=[N:27][CH:28]=[CH:29][CH:30]=2)[C:25]([N:32]2[CH2:37][CH2:36][CH2:35][CH:34]([NH2:38])[CH2:33]2)=[CH:24]1. The catalyst is O1CCCC1. The product is [NH:23]1[C:31]2[C:26](=[N:27][CH:28]=[CH:29][CH:30]=2)[C:25]([N:32]2[CH2:37][CH2:36][CH2:35][CH:34]([NH:38][C:16](=[O:17])[O:18][C:19]([CH3:20])([CH3:21])[CH3:22])[CH2:33]2)=[CH:24]1. The yield is 0.0500. (2) The reactants are [N:1]1[CH:6]=[CH:5][N:4]=[CH:3][C:2]=1[NH:7][C:8]([N:10]1[CH2:13][CH:12]([O:14][C:15]2[CH:20]=[CH:19][C:18](Br)=[CH:17][N:16]=2)[CH2:11]1)=[O:9].[CH3:22][O:23][CH2:24][CH2:25][O:26][C:27]1[CH:28]=[C:29](B2OC(C)(C)C(C)(C)O2)[CH:30]=[CH:31][CH:32]=1. No catalyst specified. The product is [N:1]1[CH:6]=[CH:5][N:4]=[CH:3][C:2]=1[NH:7][C:8]([N:10]1[CH2:13][CH:12]([O:14][C:15]2[CH:20]=[CH:19][C:18]([C:29]3[CH:30]=[CH:31][CH:32]=[C:27]([O:26][CH2:25][CH2:24][O:23][CH3:22])[CH:28]=3)=[CH:17][N:16]=2)[CH2:11]1)=[O:9]. The yield is 0.580. (3) The reactants are Cl[C:2]1[N:7]=[C:6]2[N:8]([CH3:12])[C:9]([CH3:11])=[N:10][C:5]2=[C:4]([NH:13][CH2:14][C:15]2[C:20]([CH3:21])=[CH:19][CH:18]=[CH:17][C:16]=2[CH2:22][CH3:23])[CH:3]=1.C(N(CC)CC)C. The catalyst is CO.[Pd]. The product is [CH2:22]([C:16]1[CH:17]=[CH:18][CH:19]=[C:20]([CH3:21])[C:15]=1[CH2:14][NH:13][C:4]1[CH:3]=[CH:2][N:7]=[C:6]2[N:8]([CH3:12])[C:9]([CH3:11])=[N:10][C:5]=12)[CH3:23]. The yield is 0.840. (4) The reactants are Br[C:2]1[CH2:7][CH2:6][CH2:5][C:4](=[O:8])[CH:3]=1.CC1(C)C(C)(C)OB([C:17]2[CH:18]=[C:19]3[C:24](=[CH:25][CH:26]=2)[N:23]=[CH:22][CH:21]=[CH:20]3)O1. No catalyst specified. The product is [N:23]1[C:24]2[C:19](=[CH:18][C:17]([C:2]3[CH2:7][CH2:6][CH2:5][C:4](=[O:8])[CH:3]=3)=[CH:26][CH:25]=2)[CH:20]=[CH:21][CH:22]=1. The yield is 0.880. (5) The reactants are C([N:8]1[CH2:12][CH:11]([C:13]2[CH:18]=[CH:17][C:16]([F:19])=[CH:15][C:14]=2[F:20])[CH:10]([CH:21]([O:23][C:24]2[CH:29]=[CH:28][C:27]([Cl:30])=[CH:26][N:25]=2)[CH3:22])[CH2:9]1)C1C=CC=CC=1.ClC(OC(Cl)C)=O.CCN(C(C)C)C(C)C. The catalyst is C1(C)C=CC=CC=1. The product is [Cl:30][C:27]1[CH:28]=[CH:29][C:24]([O:23][CH:21]([CH:10]2[CH:11]([C:13]3[CH:18]=[CH:17][C:16]([F:19])=[CH:15][C:14]=3[F:20])[CH2:12][NH:8][CH2:9]2)[CH3:22])=[N:25][CH:26]=1. The yield is 0.780. (6) The reactants are [CH:1]([O:8][CH2:9][CH3:10])(OCC)OCC.C(O[C@@H:15]1[C@H:21]2[C@H:22]3[C@H:31]([CH2:32][CH2:33][C@:18]2([CH2:19][CH3:20])[C:17](=[O:35])[CH2:16]1)[C@@H:30]1[C:25](=[CH:26]C(=O)[CH2:28][CH2:29]1)[CH2:24][CH2:23]3)(=O)C.C1(N)CCCCC1.O. The catalyst is C(O)C.C1(C)C=CC(S(O)(=O)=O)=CC=1. The product is [CH2:9]([O:8][C:1]1[CH2:28][CH2:29][C@H:30]2[C:25](=[CH:24][CH2:23][C@@H:22]3[C@@H:31]2[CH2:32][CH2:33][C@@:18]2([CH2:19][CH3:20])[C@H:21]3[CH:15]=[CH:16][C:17]2=[O:35])[CH:26]=1)[CH3:10]. The yield is 0.800. (7) The reactants are [OH:1][C:2]1[CH:11]=[CH:10][C:5]([C:6]([O:8][CH3:9])=[O:7])=[CH:4][C:3]=1[O:12][CH3:13].[H-].[Na+].Br[CH2:17][CH2:18][CH:19]=[CH2:20].[Al]. The catalyst is CN(C=O)C. The product is [CH2:20]([O:1][C:2]1[CH:11]=[CH:10][C:5]([C:6]([O:8][CH3:9])=[O:7])=[CH:4][C:3]=1[O:12][CH3:13])[CH2:19][CH:18]=[CH2:17]. The yield is 0.216. (8) The reactants are O[CH:2]1[C:6]2[C:7]([CH3:21])=[C:8]([NH:13][C:14](=[O:20])[CH2:15][C:16]([CH3:19])([CH3:18])[CH3:17])[C:9]([CH3:12])=[C:10]([CH3:11])[C:5]=2[O:4][C:3]1([CH3:23])[CH3:22].C(N(CC)CC)C.CS(Cl)(=O)=O.[NH:36]1[CH2:41][CH2:40][CH2:39][CH2:38][CH2:37]1. The catalyst is ClCCl.O. The product is [CH3:19][C:16]([CH3:17])([CH3:18])[CH2:15][C:14]([NH:13][C:8]1[C:9]([CH3:12])=[C:10]([CH3:11])[C:5]2[O:4][C:3]([CH3:22])([CH3:23])[CH:2]([N:36]3[CH2:41][CH2:40][CH2:39][CH2:38][CH2:37]3)[C:6]=2[C:7]=1[CH3:21])=[O:20]. The yield is 0.500.